This data is from NCI-60 drug combinations with 297,098 pairs across 59 cell lines. The task is: Regression. Given two drug SMILES strings and cell line genomic features, predict the synergy score measuring deviation from expected non-interaction effect. (1) Drug 2: CCCS(=O)(=O)NC1=C(C(=C(C=C1)F)C(=O)C2=CNC3=C2C=C(C=N3)C4=CC=C(C=C4)Cl)F. Synergy scores: CSS=-4.50, Synergy_ZIP=-0.357, Synergy_Bliss=-5.60, Synergy_Loewe=-14.5, Synergy_HSA=-9.40. Drug 1: CC1=CC2C(CCC3(C2CCC3(C(=O)C)OC(=O)C)C)C4(C1=CC(=O)CC4)C. Cell line: CAKI-1. (2) Drug 1: CN(CC1=CN=C2C(=N1)C(=NC(=N2)N)N)C3=CC=C(C=C3)C(=O)NC(CCC(=O)O)C(=O)O. Drug 2: CCC1(C2=C(COC1=O)C(=O)N3CC4=CC5=C(C=CC(=C5CN(C)C)O)N=C4C3=C2)O.Cl. Cell line: BT-549. Synergy scores: CSS=33.3, Synergy_ZIP=-7.41, Synergy_Bliss=-6.20, Synergy_Loewe=-4.29, Synergy_HSA=0.0166. (3) Drug 1: CNC(=O)C1=CC=CC=C1SC2=CC3=C(C=C2)C(=NN3)C=CC4=CC=CC=N4. Drug 2: CS(=O)(=O)C1=CC(=C(C=C1)C(=O)NC2=CC(=C(C=C2)Cl)C3=CC=CC=N3)Cl. Cell line: MDA-MB-231. Synergy scores: CSS=12.7, Synergy_ZIP=4.09, Synergy_Bliss=8.31, Synergy_Loewe=4.72, Synergy_HSA=4.46. (4) Drug 1: C1=CN(C=N1)CC(O)(P(=O)(O)O)P(=O)(O)O. Drug 2: CC1=C(C(=O)C2=C(C1=O)N3CC4C(C3(C2COC(=O)N)OC)N4)N. Cell line: SNB-19. Synergy scores: CSS=25.8, Synergy_ZIP=-5.85, Synergy_Bliss=-0.369, Synergy_Loewe=-10.9, Synergy_HSA=-0.583. (5) Cell line: T-47D. Drug 2: C1CCC(CC1)NC(=O)N(CCCl)N=O. Synergy scores: CSS=17.5, Synergy_ZIP=-0.840, Synergy_Bliss=4.27, Synergy_Loewe=3.77, Synergy_HSA=5.11. Drug 1: CC(CN1CC(=O)NC(=O)C1)N2CC(=O)NC(=O)C2. (6) Drug 1: C1=NC(=NC(=O)N1C2C(C(C(O2)CO)O)O)N. Drug 2: CC(C)(C#N)C1=CC(=CC(=C1)CN2C=NC=N2)C(C)(C)C#N. Cell line: KM12. Synergy scores: CSS=-3.45, Synergy_ZIP=0.572, Synergy_Bliss=-2.94, Synergy_Loewe=-5.31, Synergy_HSA=-4.96.